From a dataset of Reaction yield outcomes from USPTO patents with 853,638 reactions. Predict the reaction yield, written as a fraction of the theoretical maximum amount of product (1.0 means a 100% yield; for example, 0.34 means a 34% yield). (1) The reactants are [N:1]1[CH:6]=[CH:5][CH:4]=[CH:3][C:2]=1[N:7]1[CH2:12][CH2:11][N:10]([CH2:13][C:14]2[NH:18][C:17]3[CH:19]=[CH:20][CH:21]=[CH:22][C:16]=3[N:15]=2)[CH2:9][CH2:8]1.[N:23]1([C:28](Cl)=[O:29])[CH2:27][CH2:26][CH2:25][CH2:24]1.C(N(CC)CC)C. The catalyst is ClCCl. The product is [N:1]1[CH:6]=[CH:5][CH:4]=[CH:3][C:2]=1[N:7]1[CH2:8][CH2:9][N:10]([CH2:13][C:14]2[N:15]([C:28]([N:23]3[CH2:27][CH2:26][CH2:25][CH2:24]3)=[O:29])[C:16]3[CH:22]=[CH:21][CH:20]=[CH:19][C:17]=3[N:18]=2)[CH2:11][CH2:12]1. The yield is 0.400. (2) The reactants are [C:1]([C:3]1([C:14]2[C:23]3[O:22][CH2:21][CH2:20][O:19][C:18]=3[C:17]([O:24][CH3:25])=[CH:16][CH:15]=2)[CH2:8][CH2:7][C:6](=[O:9])[CH:5](C(OC)=O)[CH2:4]1)#[N:2].CS(C)=O.[Cl-].[Na+]. The catalyst is O. The product is [C:1]([C:3]1([C:14]2[C:23]3[O:22][CH2:21][CH2:20][O:19][C:18]=3[C:17]([O:24][CH3:25])=[CH:16][CH:15]=2)[CH2:8][CH2:7][C:6](=[O:9])[CH2:5][CH2:4]1)#[N:2]. The yield is 0.860. (3) The reactants are [CH:1]1([CH2:4][C:5]([CH:7]2[C:12](=O)[CH2:11][C:10]([CH3:15])([CH3:14])[CH2:9][C:8]2=[O:16])=O)[CH2:3][CH2:2]1.Cl.[C:18]([C:20]1[CH:25]=[CH:24][C:23]([NH:26][NH2:27])=[CH:22][CH:21]=1)#[N:19].CC(O)=O. The catalyst is CCO. The product is [CH:1]1([CH2:4][C:5]2[C:7]3[C:8](=[O:16])[CH2:9][C:10]([CH3:15])([CH3:14])[CH2:11][C:12]=3[N:26]([C:23]3[CH:24]=[CH:25][C:20]([C:18]#[N:19])=[CH:21][CH:22]=3)[N:27]=2)[CH2:2][CH2:3]1. The yield is 0.510. (4) The reactants are C(Cl)(=O)C(Cl)=O.[C:7]([C:11]1[CH:16]=[CH:15][C:14]([S:17]([NH:20][CH2:21][C:22]2[CH:30]=[CH:29][C:25]([C:26](O)=[O:27])=[CH:24][CH:23]=2)(=[O:19])=[O:18])=[CH:13][CH:12]=1)([CH3:10])([CH3:9])[CH3:8].[Cl:31][C:32]1[CH:33]=[C:34]([NH2:38])[CH:35]=[N:36][CH:37]=1. The catalyst is CN(C=O)C.C1COCC1. The product is [C:7]([C:11]1[CH:12]=[CH:13][C:14]([S:17]([NH:20][CH2:21][C:22]2[CH:23]=[CH:24][C:25]([C:26]([NH:38][C:34]3[CH:35]=[N:36][CH:37]=[C:32]([Cl:31])[CH:33]=3)=[O:27])=[CH:29][CH:30]=2)(=[O:19])=[O:18])=[CH:15][CH:16]=1)([CH3:10])([CH3:9])[CH3:8]. The yield is 0.530. (5) The product is [NH:1]1[CH2:6][CH2:5][CH2:4][CH2:3][CH:2]1[C:7]1[CH:12]=[CH:11][C:10]([C:13]2[O:14][C:15]3[C:21]([C:22]([NH2:24])=[O:23])=[CH:20][CH:19]=[CH:18][C:16]=3[N:17]=2)=[CH:9][CH:8]=1. The catalyst is CO.O.[Pt](=O)=O. The reactants are [N:1]1[CH:6]=[CH:5][CH:4]=[CH:3][C:2]=1[C:7]1[CH:12]=[CH:11][C:10]([C:13]2[O:14][C:15]3[C:21]([C:22]([NH2:24])=[O:23])=[CH:20][CH:19]=[CH:18][C:16]=3[N:17]=2)=[CH:9][CH:8]=1.[H][H]. The yield is 0.0700.